Dataset: Catalyst prediction with 721,799 reactions and 888 catalyst types from USPTO. Task: Predict which catalyst facilitates the given reaction. (1) Reactant: C[O:2][C:3]1[CH:4]=[CH:5][C:6]2[C:18](=[O:19])[C:17]3[O:16][C:15]4[C:10](=[CH:11][CH:12]=[C:13]5[CH:23]=[CH:22][CH:21]=[CH:20][C:14]5=4)[C:9]=3[O:8][C:7]=2[CH:24]=1.N1C(=O)CC[C@H]1C(O)=O.Cl. Product: [OH:2][C:3]1[CH:4]=[CH:5][C:6]2[C:18](=[O:19])[C:17]3[O:16][C:15]4[C:10](=[CH:11][CH:12]=[C:13]5[CH:23]=[CH:22][CH:21]=[CH:20][C:14]5=4)[C:9]=3[O:8][C:7]=2[CH:24]=1. The catalyst class is: 6. (2) Reactant: [Cl:1][C:2]1[N:3]=[C:4](Cl)[C:5]2[CH2:10][CH2:9][CH:8]([C:11]3[CH:16]=[CH:15][C:14]([F:17])=[CH:13][C:12]=3[F:18])[C:6]=2[N:7]=1.C(N(C(C)C)CC)(C)C.[CH3:29][C:30]1[N:34]=[CH:33][N:32]([C:35]2[CH:47]=[CH:46][C:45]([N+:48]([O-:50])=[O:49])=[CH:44][C:36]=2[O:37][CH2:38][CH2:39][CH2:40][CH:41]([NH2:43])[CH3:42])[N:31]=1. Product: [Cl:1][C:2]1[N:3]=[C:4]([NH:43][CH:41]([CH2:40][CH2:39][CH2:38][O:37][C:36]2[CH:44]=[C:45]([N+:48]([O-:50])=[O:49])[CH:46]=[CH:47][C:35]=2[N:32]2[CH:33]=[N:34][C:30]([CH3:29])=[N:31]2)[CH3:42])[C:5]2[CH2:10][CH2:9][CH:8]([C:11]3[CH:16]=[CH:15][C:14]([F:17])=[CH:13][C:12]=3[F:18])[C:6]=2[N:7]=1. The catalyst class is: 10. (3) Reactant: Cl.CN(C)CCCN=C=NCC.[Br:13][C:14]1[CH:22]=[C:18]([C:19]([OH:21])=O)[C:17]([OH:23])=[CH:16][CH:15]=1.[F:24][C:25]([F:39])([F:38])[C:26]1[CH:27]=[C:28]([CH:31]=[C:32]([C:34]([F:37])([F:36])[F:35])[CH:33]=1)[CH2:29][NH2:30].Cl. Product: [F:24][C:25]([F:38])([F:39])[C:26]1[CH:27]=[C:28]([CH2:29][NH:30][C:19](=[O:21])[C:18]2[CH:22]=[C:14]([Br:13])[CH:15]=[CH:16][C:17]=2[OH:23])[CH:31]=[C:32]([C:34]([F:35])([F:36])[F:37])[CH:33]=1. The catalyst class is: 367. (4) Reactant: [NH2:1][C:2]1[CH:14]=[CH:13][C:5]2[S:6][C:7]([C:9]([O:11][CH3:12])=[O:10])=[CH:8][C:4]=2[CH:3]=1.[C:15](OC(=O)C)(=[O:17])[CH3:16].C(N(C(C)C)CC)(C)C. Product: [C:15]([NH:1][C:2]1[CH:14]=[CH:13][C:5]2[S:6][C:7]([C:9]([O:11][CH3:12])=[O:10])=[CH:8][C:4]=2[CH:3]=1)(=[O:17])[CH3:16]. The catalyst class is: 4. (5) Product: [F:10][C:8]([F:9])([F:11])[C:7]1[C:2]2[N:1]=[C:17]([CH2:18][CH:19]3[CH2:20][N:21]([C:23]([O:25][C:26]([CH3:28])([CH3:29])[CH3:27])=[O:24])[CH2:22]3)[NH:16][C:3]=2[CH:4]=[C:5]([C:12]([F:14])([F:15])[F:13])[CH:6]=1. The catalyst class is: 7. Reactant: [NH2:1][C:2]1[C:7]([C:8]([F:11])([F:10])[F:9])=[CH:6][C:5]([C:12]([F:15])([F:14])[F:13])=[CH:4][C:3]=1[NH:16][C:17](=O)[CH2:18][CH:19]1[CH2:22][N:21]([C:23]([O:25][C:26]([CH3:29])([CH3:28])[CH3:27])=[O:24])[CH2:20]1.C(O)(=O)C. (6) Reactant: [CH:1]1([C:7]2[CH:19]=[CH:18][C:10]([C:11]([CH:13]=[CH:14][C:15]([OH:17])=[O:16])=[O:12])=[CH:9][CH:8]=2)[CH2:6][CH2:5][CH2:4][CH2:3][CH2:2]1. Product: [CH:1]1([C:7]2[CH:8]=[CH:9][C:10]([C:11](=[O:12])[CH2:13][CH2:14][C:15]([OH:17])=[O:16])=[CH:18][CH:19]=2)[CH2:2][CH2:3][CH2:4][CH2:5][CH2:6]1. The catalyst class is: 19. (7) Reactant: [NH2:1][C:2]1[CH:7]=[C:6]([N+:8]([O-:10])=[O:9])[CH:5]=[CH:4][C:3]=1[N:11]1[CH2:16][CH2:15][N:14]([C:17]([C:19]2[CH:24]=[CH:23][CH:22]=[CH:21][CH:20]=2)=[O:18])[CH2:13][CH2:12]1.P([O-])([O-])([O-])=O.[K+].[K+].[K+].[C:33]1(B(O)O)[CH:38]=[CH:37][CH:36]=[CH:35][CH:34]=1. Product: [C:17]([N:14]1[CH2:13][CH2:12][N:11]([C:3]2[CH:4]=[CH:5][C:6]([N+:8]([O-:10])=[O:9])=[CH:7][C:2]=2[NH:1][C:33]2[CH:38]=[CH:37][CH:36]=[CH:35][CH:34]=2)[CH2:16][CH2:15]1)(=[O:18])[C:19]1[CH:20]=[CH:21][CH:22]=[CH:23][CH:24]=1. The catalyst class is: 221. (8) Reactant: [Cl:1][C:2]1[CH:10]=[CH:9][C:5]([C:6]([OH:8])=O)=[C:4]([F:11])[CH:3]=1.CN(C(ON1N=NC2C=CC=NC1=2)=[N+](C)C)C.F[P-](F)(F)(F)(F)F.[CH3:36][C:37]1[N:38]=[C:39]([C:48]2[N:52](C3CCCCO3)[N:51]=[CH:50][CH:49]=2)[C:40]2[CH2:46][CH:45]([CH3:47])[NH:44][CH2:43][C:41]=2[N:42]=1.CCN(C(C)C)C(C)C.C(O)(C(F)(F)F)=O.C([SiH](CC)CC)C. Product: [Cl:1][C:2]1[CH:10]=[CH:9][C:5]([C:6]([N:44]2[CH:45]([CH3:47])[CH2:46][C:40]3[C:39]([C:48]4[NH:52][N:51]=[CH:50][CH:49]=4)=[N:38][C:37]([CH3:36])=[N:42][C:41]=3[CH2:43]2)=[O:8])=[C:4]([F:11])[CH:3]=1. The catalyst class is: 2. (9) Reactant: N1(C[CH2:8][O:9][C:10](=[O:29])[CH2:11][C:12]2[CH:17]=[CH:16][C:15]([O:18][CH3:19])=[C:14]([O:20][CH2:21][CH2:22][N:23]3[CH2:28][CH2:27][CH2:26][CH2:25][CH2:24]3)[CH:13]=2)CCCCC1.[OH-].[K+].Cl. Product: [CH3:8][O:9][C:10](=[O:29])[CH2:11][C:12]1[CH:17]=[CH:16][C:15]([O:18][CH3:19])=[C:14]([O:20][CH2:21][CH2:22][N:23]2[CH2:28][CH2:27][CH2:26][CH2:25][CH2:24]2)[CH:13]=1. The catalyst class is: 200. (10) Reactant: [CH2:1]=[C:2]([CH:4]1[CH2:9][CH2:8][CH2:7][CH2:6][C:5]1=[O:10])[CH3:3].[CH2:11]([O:13][N:14]=[CH:15][CH2:16][CH2:17][CH2:18][CH2:19][CH3:20])C.Cl[Sn](Cl)(Cl)Cl. Product: [CH3:11][O:13][N:14]1[CH:15]([CH2:16][CH2:17][CH2:18][CH2:19][CH3:20])[CH2:3][C:2]([CH3:1])=[CH:4][CH2:9][CH2:8][CH2:7][CH2:6][C:5]1=[O:10]. The catalyst class is: 26.